Dataset: Forward reaction prediction with 1.9M reactions from USPTO patents (1976-2016). Task: Predict the product of the given reaction. The product is: [Br:1][C:2]1[CH:7]=[C:6]([CH2:8][C:14]#[N:15])[CH:5]=[CH:4][N:3]=1. Given the reactants [Br:1][C:2]1[CH:7]=[C:6]([CH2:8]OS(C)(=O)=O)[CH:5]=[CH:4][N:3]=1.[C-:14]#[N:15].[K+].C(OCC)(=O)C.C(=O)(O)[O-].[Na+], predict the reaction product.